From a dataset of Reaction yield outcomes from USPTO patents with 853,638 reactions. Predict the reaction yield, written as a fraction of the theoretical maximum amount of product (1.0 means a 100% yield; for example, 0.34 means a 34% yield). (1) The reactants are C(OC(=O)[NH:10][CH2:11][CH2:12][CH2:13][CH2:14][C:15]1[CH:20]=[CH:19][C:18]([O:21][CH2:22][CH2:23][CH2:24][C:25]#[N:26])=[CH:17][CH:16]=1)C1C=CC=CC=1.CO[CH:30](OC)[CH2:31][NH2:32]. The catalyst is C(O)C. The product is [NH:32]1[CH:31]=[CH:30][N:26]=[C:25]1[CH2:24][CH2:23][CH2:22][O:21][C:18]1[CH:17]=[CH:16][C:15]([CH2:14][CH2:13][CH2:12][CH2:11][NH2:10])=[CH:20][CH:19]=1. The yield is 0.230. (2) The reactants are Cl[CH:2]([CH:14]1[CH2:19][CH2:18][CH2:17][CH2:16][CH2:15]1)[C:3]1[O:4][C:5]2[CH:12]=[C:11]([F:13])[CH:10]=[CH:9][C:6]=2[C:7]=1[CH3:8].[NH2:20][C:21]1[CH:30]=[CH:29][C:24]([C:25]([O:27]C)=[O:26])=[CH:23][CH:22]=1.[I-].[Na+].C(=O)([O-])[O-].[Na+].[Na+].Cl.[OH-].[Na+]. The catalyst is C(O)C.O1CCCC1.CN(C)C=O. The product is [CH:14]1([CH:2]([NH:20][C:21]2[CH:30]=[CH:29][C:24]([C:25]([OH:27])=[O:26])=[CH:23][CH:22]=2)[C:3]2[O:4][C:5]3[CH:12]=[C:11]([F:13])[CH:10]=[CH:9][C:6]=3[C:7]=2[CH3:8])[CH2:19][CH2:18][CH2:17][CH2:16][CH2:15]1. The yield is 0.560. (3) The reactants are Br[C:2]1[C:10]2[O:9][CH2:8][CH:7]([C:11]3[CH:16]=[CH:15][C:14]([CH:17]([CH3:19])[CH3:18])=[CH:13][CH:12]=3)[C:6]=2[C:5]([CH3:20])=[C:4]([NH:21][C:22](=[O:28])[CH2:23][C:24]([CH3:27])([CH3:26])[CH3:25])[C:3]=1[CH3:29].[O:30]1[CH:34]=[CH:33][C:32](B(O)O)=[CH:31]1. No catalyst specified. The product is [O:30]1[CH:34]=[CH:33][C:32]([C:2]2[C:10]3[O:9][CH2:8][CH:7]([C:11]4[CH:12]=[CH:13][C:14]([CH:17]([CH3:18])[CH3:19])=[CH:15][CH:16]=4)[C:6]=3[C:5]([CH3:20])=[C:4]([NH:21][C:22](=[O:28])[CH2:23][C:24]([CH3:26])([CH3:25])[CH3:27])[C:3]=2[CH3:29])=[CH:31]1. The yield is 0.510. (4) The reactants are OC[C@@H](N[C:11](=[O:25])[C@@:12]([CH3:24])([C:18]1[CH:23]=[CH:22][CH:21]=[CH:20][CH:19]=1)[CH2:13][CH2:14][CH:15]([CH3:17])[CH3:16])C1C=CC=CC=1.S(=O)(=O)(O)[OH:27]. The catalyst is O1CCOCC1. The product is [CH3:24][C@:12]([C:18]1[CH:19]=[CH:20][CH:21]=[CH:22][CH:23]=1)([CH2:13][CH2:14][CH:15]([CH3:16])[CH3:17])[C:11]([OH:25])=[O:27]. The yield is 0.970. (5) The product is [CH2:1]([O:3][C:4]([N:6]1[C:14]2[C:9](=[CH:10][C:11]([C:15]3[N:16]([CH3:24])[N:17]=[C:18]([C:20]([F:23])([F:21])[F:22])[CH:19]=3)=[CH:12][CH:13]=2)[CH:8]=[C:7]1[C:40]1[CH:41]=[CH:42][C:37]([C:35]([O:34][CH3:33])=[O:36])=[CH:38][C:39]=1[CH3:46])=[O:5])[CH3:2]. The reactants are [CH2:1]([O:3][C:4]([N:6]1[C:14]2[C:9](=[CH:10][C:11]([C:15]3[N:16]([CH3:24])[N:17]=[C:18]([C:20]([F:23])([F:22])[F:21])[CH:19]=3)=[CH:12][CH:13]=2)[CH:8]=[C:7]1OS(C(F)(F)F)(=O)=O)=[O:5])[CH3:2].[CH3:33][O:34][C:35]([C:37]1[CH:42]=[CH:41][C:40](B(O)O)=[C:39]([CH3:46])[CH:38]=1)=[O:36]. The yield is 0.410. The catalyst is O1CCOCC1. (6) The reactants are [CH2:1]([O:3][C:4]([C:6]1[NH:7][C:8]([CH3:11])=[CH:9][CH:10]=1)=[O:5])[CH3:2].[F:12][C:13]([F:25])([F:24])[C:14]1[CH:15]=[C:16]([CH2:20][C:21](Cl)=[O:22])[CH:17]=[CH:18][CH:19]=1. The catalyst is ClCCCl. The product is [CH2:1]([O:3][C:4]([C:6]1[NH:7][C:8]([CH3:11])=[C:9]([C:21](=[O:22])[CH2:20][C:16]2[CH:17]=[CH:18][CH:19]=[C:14]([C:13]([F:24])([F:12])[F:25])[CH:15]=2)[CH:10]=1)=[O:5])[CH3:2]. The yield is 0.160. (7) The reactants are CC[O-].[Na+].[C:5]([O:13][CH2:14][CH3:15])(=[O:12])[CH2:6][C:7]([O:9][CH2:10][CH3:11])=[O:8].Br[CH2:17][CH2:18][CH:19]=[CH2:20]. The catalyst is CCO. The product is [CH2:14]([O:13][C:5](=[O:12])[CH:6]([CH2:20][CH2:19][CH:18]=[CH2:17])[C:7]([O:9][CH2:10][CH3:11])=[O:8])[CH3:15]. The yield is 0.810.